Dataset: Full USPTO retrosynthesis dataset with 1.9M reactions from patents (1976-2016). Task: Predict the reactants needed to synthesize the given product. (1) Given the product [C:1]([C:4]1[C:22](=[O:23])[C@@:8]2([CH3:24])[C:9]3[C:15]([OH:16])=[CH:14][C:13]([O:17][CH3:18])=[C:12]([C:19]([NH:21][CH2:41][C:28]4[C:29]5[C:34](=[CH:33][CH:32]=[CH:31][CH:30]=5)[C:35]([O:37][CH2:38][CH2:39][CH3:40])=[CH:36][C:27]=4[CH3:26])=[O:20])[C:10]=3[O:11][C:7]2=[CH:6][C:5]=1[OH:25])(=[O:3])[CH3:2], predict the reactants needed to synthesize it. The reactants are: [C:1]([C:4]1[C:22](=[O:23])[C@@:8]2([CH3:24])[C:9]3[C:15]([OH:16])=[CH:14][C:13]([O:17][CH3:18])=[C:12]([C:19]([NH2:21])=[O:20])[C:10]=3[O:11][C:7]2=[CH:6][C:5]=1[OH:25])(=[O:3])[CH3:2].[CH3:26][C:27]1[CH:36]=[C:35]([O:37][CH2:38][CH2:39][CH3:40])[C:34]2[C:29](=[CH:30][CH:31]=[CH:32][CH:33]=2)[C:28]=1[CH:41]=O.C([SiH](CC)CC)C.FC(F)(F)C(O)=O. (2) Given the product [NH2:23][C:7]1([CH2:8][C:9]([O:11][CH2:12][CH3:13])=[O:10])[CH2:6][CH2:5][N:4]([C:14]2[C:15]([N+:20]([O-:22])=[O:21])=[N:16][CH:17]=[CH:18][CH:19]=2)[CH2:3][CH:2]1[F:1], predict the reactants needed to synthesize it. The reactants are: [F:1][CH:2]1[CH2:3][N:4]([C:14]2[C:15]([N+:20]([O-:22])=[O:21])=[N:16][CH:17]=[CH:18][CH:19]=2)[CH2:5][CH2:6]/[C:7]/1=[CH:8]/[C:9]([O:11][CH2:12][CH3:13])=[O:10].[NH3:23]. (3) Given the product [CH3:24][C:17]1[CH:18]=[C:19]([CH3:23])[CH:20]=[CH:21][C:22]=1[C:6]1[CH:5]=[CH:4][CH:3]=[C:2]([C:10]2[CH:21]=[CH:22][C:17]([CH3:24])=[CH:18][C:19]=2[CH3:20])[N:1]=1, predict the reactants needed to synthesize it. The reactants are: [N:1]1[CH:6]=[CH:5][CH:4]=[C:3](C(Cl)=O)[C:2]=1[C:10](Cl)=O.[Cl-].[Cl-].[Cl-].[Al+3].[C:17]1([CH3:24])[CH:22]=[CH:21][CH:20]=[C:19]([CH3:23])[CH:18]=1.